This data is from Reaction yield outcomes from USPTO patents with 853,638 reactions. The task is: Predict the reaction yield, written as a fraction of the theoretical maximum amount of product (1.0 means a 100% yield; for example, 0.34 means a 34% yield). (1) The reactants are [O-][N+:2]1[C:7]2[CH:8]=[CH:9][CH:10]=[CH:11][C:6]=2[N:5]=[C:4]([N:12]2[CH2:17][CH2:16][CH:15]([CH2:18][C:19]([NH:21][C:22]3[C:23]([C:27]([OH:29])=[O:28])=[CH:24][S:25][CH:26]=3)=[O:20])[CH2:14][CH2:13]2)[N:3]=1. The catalyst is C(O)C.[Pd]. The product is [N:2]1[C:7]2[CH:8]=[CH:9][CH:10]=[CH:11][C:6]=2[N:5]=[C:4]([N:12]2[CH2:13][CH2:14][CH:15]([CH2:18][C:19]([NH:21][C:22]3[C:23]([C:27]([OH:29])=[O:28])=[CH:24][S:25][CH:26]=3)=[O:20])[CH2:16][CH2:17]2)[N:3]=1. The yield is 0.340. (2) The reactants are [N+:1]([C:4]1[CH:9]=[CH:8][C:7]([CH2:10][CH:11]([OH:13])[CH3:12])=[CH:6][CH:5]=1)([O-:3])=[O:2].[C:14](O[C:14](=[O:17])[CH2:15][CH3:16])(=[O:17])[CH2:15][CH3:16]. The catalyst is C1C=CC=CC=1. The product is [C:14]([O:13][C@H:11]([CH3:12])[CH2:10][C:7]1[CH:6]=[CH:5][C:4]([N+:1]([O-:3])=[O:2])=[CH:9][CH:8]=1)(=[O:17])[CH2:15][CH3:16].[N+:1]([C:4]1[CH:5]=[CH:6][C:7]([CH2:10][C@@H:11]([OH:13])[CH3:12])=[CH:8][CH:9]=1)([O-:3])=[O:2]. The yield is 0.580. (3) The reactants are C1(NC(=O)CN2C3C(=CC=CC=3)C3(C(=O)NC(=O)N3)C2=O)C=CC=CC=1.[O:27]=[C:28]1[NH:45][C:31]2([C:39]3[C:34](=[CH:35][CH:36]=[CH:37][CH:38]=3)[N:33]([CH2:40][C:41]([OH:43])=O)[C:32]2=[O:44])[C:30](=[O:46])[NH:29]1.[Cl:47][C:48]1[CH:49]=[C:50]([CH:52]=[CH:53][C:54]=1[Cl:55])[NH2:51]. No catalyst specified. The product is [Cl:47][C:48]1[CH:49]=[C:50]([NH:51][C:41](=[O:43])[CH2:40][N:33]2[C:34]3[C:39](=[CH:38][CH:37]=[CH:36][CH:35]=3)[C:31]3([C:30](=[O:46])[NH:29][C:28](=[O:27])[NH:45]3)[C:32]2=[O:44])[CH:52]=[CH:53][C:54]=1[Cl:55]. The yield is 0.410. (4) The reactants are [BH-](OC(C)=O)(OC(C)=O)OC(C)=O.[Na+].[F:15][C:16]([F:51])([F:50])[C:17]1[CH:18]=[C:19]([CH:27]([C:44]2[N:45]=[N:46][N:47]([CH3:49])[N:48]=2)[N:28]2[C:37]3[C:32](=[CH:33][CH:34]=[C:35]([C:38]([F:41])([F:40])[F:39])[CH:36]=3)[NH:31][CH:30]([CH2:42][CH3:43])[CH2:29]2)[CH:20]=[C:21]([C:23]([F:26])([F:25])[F:24])[CH:22]=1.O=[CH:53][CH2:54][CH2:55][CH2:56][C:57]([O:59][CH3:60])=[O:58]. The catalyst is CC(O)=O.ClCCCl. The product is [F:24][C:23]([F:26])([F:25])[C:21]1[CH:20]=[C:19]([CH:27]([C:44]2[N:45]=[N:46][N:47]([CH3:49])[N:48]=2)[N:28]2[C:37]3[C:32](=[CH:33][CH:34]=[C:35]([C:38]([F:39])([F:41])[F:40])[CH:36]=3)[N:31]([CH2:53][CH2:54][CH2:55][CH2:56][C:57]([O:59][CH3:60])=[O:58])[CH:30]([CH2:42][CH3:43])[CH2:29]2)[CH:18]=[C:17]([C:16]([F:15])([F:50])[F:51])[CH:22]=1. The yield is 0.630. (5) The reactants are [C:1]([C:5]1[C:6]([N+:17]([O-])=O)=[C:7]([OH:16])[C:8]([OH:15])=[C:9]([C:11]([CH3:14])([CH3:13])[CH3:12])[CH:10]=1)([CH3:4])([CH3:3])[CH3:2]. The catalyst is CCO.[Pd]. The product is [C:1]([C:5]1[C:6]([NH2:17])=[C:7]([OH:16])[C:8]([OH:15])=[C:9]([C:11]([CH3:14])([CH3:13])[CH3:12])[CH:10]=1)([CH3:4])([CH3:2])[CH3:3]. The yield is 0.330.